From a dataset of Full USPTO retrosynthesis dataset with 1.9M reactions from patents (1976-2016). Predict the reactants needed to synthesize the given product. (1) Given the product [ClH:50].[NH2:25][C@@H:21]1[CH2:22][CH2:23][CH2:24][N:19]([C:2]2[C:7]([F:8])=[CH:6][N:5]=[C:4]3[NH:9][CH:10]=[C:11]([NH:12][C:13](=[O:18])[C@H:14]([O:16][CH3:17])[CH3:15])[C:3]=23)[CH2:20]1, predict the reactants needed to synthesize it. The reactants are: F[C:2]1[C:7]([F:8])=[CH:6][N:5]=[C:4]2[NH:9][CH:10]=[C:11]([NH:12][C:13](=[O:18])[C@H:14]([O:16][CH3:17])[CH3:15])[C:3]=12.[NH:19]1[CH2:24][CH2:23][CH2:22][C@@H:21]([NH:25]C(=O)OC(C)(C)C)[CH2:20]1.CCN(C(C)C)C(C)C.C(O)(C(F)(F)F)=O.C(Cl)[Cl:50]. (2) Given the product [F:22][CH:21]([F:23])[O:1][C:2]1[CH:9]=[CH:8][CH:7]=[C:6]([S:10][CH2:11][CH2:12][CH3:13])[C:3]=1[C:4]#[N:5], predict the reactants needed to synthesize it. The reactants are: [OH:1][C:2]1[CH:9]=[CH:8][CH:7]=[C:6]([S:10][CH2:11][CH2:12][CH3:13])[C:3]=1[C:4]#[N:5].C(=O)([O-])[O-].[K+].[K+].Br[CH:21]([F:23])[F:22].O. (3) Given the product [CH3:10][O:9][C:7](=[O:8])[C@@H:6]([O:5][C:1]([CH3:3])([CH3:4])[CH3:2])[C:11]1[C:12]([CH3:42])=[CH:13][C:14]2[N:15]([CH:25]=[C:26]([C:28]3[NH:29][C:30]([CH2:31][C:32]4[CH:37]=[CH:36][C:35]([F:38])=[CH:34][CH:33]=4)=[C:39]([Cl:44])[N:40]=3)[N:27]=2)[C:16]=1[N:17]1[CH2:18][CH2:19][C:20]([CH3:24])([CH3:23])[CH2:21][CH2:22]1, predict the reactants needed to synthesize it. The reactants are: [C:1]([O:5][C@@H:6]([C:11]1[C:12]([CH3:42])=[CH:13][C:14]2[N:15]([CH:25]=[C:26]([C:28](=O)[NH:29][CH:30]([C:39]#[N:40])[CH2:31][C:32]3[CH:37]=[CH:36][C:35]([F:38])=[CH:34][CH:33]=3)[N:27]=2)[C:16]=1[N:17]1[CH2:22][CH2:21][C:20]([CH3:24])([CH3:23])[CH2:19][CH2:18]1)[C:7]([O:9][CH3:10])=[O:8])([CH3:4])([CH3:3])[CH3:2].C(Cl)(Cl)(Cl)[Cl:44].C1C=CC(P(C2C=CC=CC=2)C2C=CC=CC=2)=CC=1. (4) Given the product [F:23][C:20]1[CH:21]=[CH:22][C:17]([CH2:16][CH2:15][CH2:14][O:9][C:8]2[C:7]([O:10][CH3:11])=[CH:6][C:5]([CH3:12])=[CH:4][C:3]=2[O:2][CH3:1])=[CH:18][CH:19]=1, predict the reactants needed to synthesize it. The reactants are: [CH3:1][O:2][C:3]1[CH:4]=[C:5]([CH3:12])[CH:6]=[C:7]([O:10][CH3:11])[C:8]=1[OH:9].Br[CH2:14][CH2:15][CH2:16][C:17]1[CH:22]=[CH:21][C:20]([F:23])=[CH:19][CH:18]=1.